Dataset: Full USPTO retrosynthesis dataset with 1.9M reactions from patents (1976-2016). Task: Predict the reactants needed to synthesize the given product. (1) Given the product [NH2:1][C:2]1[N:7]=[CH:6][N:5]=[C:4]2[N:8]([C:33]3[CH:34]=[CH:35][C:36]([CH2:39][N:48]4[CH2:49][CH2:50][N:45]([CH2:44][CH2:43][O:42][CH3:41])[CH2:46][CH2:47]4)=[CH:37][CH:38]=3)[N:9]=[C:10]([C:11]3[CH:16]=[CH:15][C:14]([NH:17][C:18](=[O:30])[C:19]4[CH:24]=[CH:23][C:22]([C:25]([F:27])([F:28])[F:26])=[CH:21][C:20]=4[F:29])=[C:13]([O:31][CH3:32])[CH:12]=3)[C:3]=12, predict the reactants needed to synthesize it. The reactants are: [NH2:1][C:2]1[N:7]=[CH:6][N:5]=[C:4]2[N:8]([C:33]3[CH:38]=[CH:37][C:36]([CH:39]=O)=[CH:35][CH:34]=3)[N:9]=[C:10]([C:11]3[CH:16]=[CH:15][C:14]([NH:17][C:18](=[O:30])[C:19]4[CH:24]=[CH:23][C:22]([C:25]([F:28])([F:27])[F:26])=[CH:21][C:20]=4[F:29])=[C:13]([O:31][CH3:32])[CH:12]=3)[C:3]=12.[CH3:41][O:42][CH2:43][CH2:44][N:45]1[CH2:50][CH2:49][NH:48][CH2:47][CH2:46]1.C(O[BH-](OC(=O)C)OC(=O)C)(=O)C.[Na+].[OH-].[Na+]. (2) The reactants are: [Br:1][C:2]1[S:11][C:5]2[N:6]=[CH:7][N:8]=[C:9](Cl)[C:4]=2[C:3]=1[CH3:12].[NH2:13][C:14]1[CH:25]=[CH:24][C:23]([F:26])=[CH:22][C:15]=1[O:16][CH2:17][C:18]([CH3:21])([OH:20])[CH3:19]. Given the product [Br:1][C:2]1[S:11][C:5]2[N:6]=[CH:7][N:8]=[C:9]([NH:13][C:14]3[CH:25]=[CH:24][C:23]([F:26])=[CH:22][C:15]=3[O:16][CH2:17][C:18]([CH3:21])([OH:20])[CH3:19])[C:4]=2[C:3]=1[CH3:12], predict the reactants needed to synthesize it. (3) Given the product [C:1]([C:5]1[CH:6]=[C:7]([N+:12]([O-:14])=[O:13])[C:8]([OH:11])=[C:9]([CH2:21][N:15]2[CH2:20][CH2:19][O:18][CH2:17][CH2:16]2)[CH:10]=1)([CH3:4])([CH3:2])[CH3:3], predict the reactants needed to synthesize it. The reactants are: [C:1]([C:5]1[CH:10]=[CH:9][C:8]([OH:11])=[C:7]([N+:12]([O-:14])=[O:13])[CH:6]=1)([CH3:4])([CH3:3])[CH3:2].[NH:15]1[CH2:20][CH2:19][O:18][CH2:17][CH2:16]1.[CH2:21]=O. (4) Given the product [F:26][C:22]1[CH:21]=[C:20]([S:17]([C:13]2[CH:12]=[C:11]3[C:16](=[CH:15][CH:14]=2)[C:7]([CH2:6][CH2:5][C:4]([OH:27])=[O:3])=[CH:8][CH:9]=[CH:10]3)(=[O:18])=[O:19])[CH:25]=[CH:24][CH:23]=1, predict the reactants needed to synthesize it. The reactants are: C([O:3][C:4](=[O:27])[CH2:5][CH2:6][C:7]1[C:16]2[C:11](=[CH:12][C:13]([S:17]([C:20]3[CH:25]=[CH:24][CH:23]=[C:22]([F:26])[CH:21]=3)(=[O:19])=[O:18])=[CH:14][CH:15]=2)[CH:10]=[CH:9][CH:8]=1)C.[OH-].[Na+]. (5) Given the product [C:34]([O:33][C:31]([N:8]1[CH2:9][C@@H:10]([CH2:11][C@H:12]([O:16][C:17]2[CH:22]=[CH:21][C:20]([O:23][CH3:24])=[C:19]([O:25][CH2:26][CH2:27][CH2:28][O:29][CH3:30])[CH:18]=2)[CH:13]([CH3:15])[CH3:14])[C@H:6]([CH2:4][OH:3])[CH2:7]1)=[O:32])([CH3:35])([CH3:37])[CH3:36], predict the reactants needed to synthesize it. The reactants are: C([O:3][C:4]([C@H:6]1[C@H:10]([CH2:11][C@H:12]([O:16][C:17]2[CH:22]=[CH:21][C:20]([O:23][CH3:24])=[C:19]([O:25][CH2:26][CH2:27][CH2:28][O:29][CH3:30])[CH:18]=2)[CH:13]([CH3:15])[CH3:14])[CH2:9][N:8]([C:31]([O:33][C:34]([CH3:37])([CH3:36])[CH3:35])=[O:32])[CH2:7]1)=O)C.[Li+].[BH4-].[OH-].[Na+].